From a dataset of Catalyst prediction with 721,799 reactions and 888 catalyst types from USPTO. Predict which catalyst facilitates the given reaction. (1) Reactant: CN(C)[CH:3]=[O:4].[Br:6][C:7]1[CH:13]=[CH:12][C:10](O)=[CH:9][C:8]=1[OH:14].[H-].[Na+].[CH2:17](Br)[C:18]1[CH:23]=[CH:22][CH:21]=[CH:20][CH:19]=1. Product: [CH2:17]([O:14][C:8]1[CH:9]=[C:10]([O:4][CH2:3][C:7]2[CH:13]=[CH:12][CH:10]=[CH:9][CH:8]=2)[CH:12]=[CH:13][C:7]=1[Br:6])[C:18]1[CH:23]=[CH:22][CH:21]=[CH:20][CH:19]=1. The catalyst class is: 635. (2) Reactant: C([N:4]1[C:12]2[C:7](=[CH:8][CH:9]=[CH:10][CH:11]=2)[C:6](=[C:13]([O:20][CH2:21][CH3:22])[C:14]2[CH:19]=[CH:18][CH:17]=[CH:16][CH:15]=2)[C:5]1=[O:23])(=O)C.C(O)C.[OH-].[Na+]. Product: [CH2:21]([O:20][C:13](=[C:6]1[C:7]2[C:12](=[CH:11][CH:10]=[CH:9][CH:8]=2)[NH:4][C:5]1=[O:23])[C:14]1[CH:15]=[CH:16][CH:17]=[CH:18][CH:19]=1)[CH3:22]. The catalyst class is: 6. (3) Reactant: [C:1]([O:5][C:6]([N:8]([CH2:21][CH:22]1[CH2:27][CH2:26][N:25]([C:28]([C:30]2[CH:31]=[C:32]([CH:37]=[CH:38][CH:39]=2)[C:33]([O:35]C)=[O:34])=[O:29])[CH2:24][CH:23]1[C:40]1[CH:45]=[CH:44][CH:43]=[CH:42][CH:41]=1)[C@@H:9]([C:11]1[C:20]2[C:15](=[CH:16][CH:17]=[CH:18][CH:19]=2)[CH:14]=[CH:13][CH:12]=1)[CH3:10])=[O:7])([CH3:4])([CH3:3])[CH3:2].C1COCC1.[OH-].[Na+].Cl. Product: [C:1]([O:5][C:6]([N:8]([CH2:21][CH:22]1[CH2:27][CH2:26][N:25]([C:28]([C:30]2[CH:31]=[C:32]([CH:37]=[CH:38][CH:39]=2)[C:33]([OH:35])=[O:34])=[O:29])[CH2:24][CH:23]1[C:40]1[CH:41]=[CH:42][CH:43]=[CH:44][CH:45]=1)[C@@H:9]([C:11]1[C:20]2[C:15](=[CH:16][CH:17]=[CH:18][CH:19]=2)[CH:14]=[CH:13][CH:12]=1)[CH3:10])=[O:7])([CH3:2])([CH3:3])[CH3:4]. The catalyst class is: 5.